Dataset: Catalyst prediction with 721,799 reactions and 888 catalyst types from USPTO. Task: Predict which catalyst facilitates the given reaction. (1) Reactant: [CH:1]1([C:4]#[C:5][NH:6][C:7]2[CH:12]=[CH:11][C:10]([F:13])=[CH:9][CH:8]=2)[CH2:3]C1.[C:14]1(C)C=CC=CC=1. The catalyst class is: 170. Product: [CH:4]1([C:5]2[NH:6][C:7]3[C:8]([CH:14]=2)=[CH:9][C:10]([F:13])=[CH:11][CH:12]=3)[CH2:1][CH2:3]1. (2) Reactant: [Mg].BrC(Br)C.[CH:6]([Si:8]([CH2:11]Cl)(C)C)=[CH2:7].[CH2:13]([C:19]1[CH:24]=[CH:23][C:22]([C:25]2[CH:30]=[CH:29][C:28]([C:31]3[N:36]=[CH:35][C:34]([CH2:37][CH2:38][CH2:39][CH2:40][CH2:41][CH2:42][CH2:43][CH2:44]COS(C4C=CC(C)=CC=4)(=O)=O)=[CH:33][N:32]=3)=[CH:27][CH:26]=2)=[CH:21][CH:20]=1)[CH2:14][CH2:15][CH2:16][CH2:17][CH3:18].O1C[CH2:60][CH2:59][CH2:58]1. Product: [CH3:58][C:59]([CH3:60])=[CH:11][SiH2:8][CH2:6][CH2:7][CH2:44][CH2:43][CH2:42][CH2:41][CH2:40][CH2:39][CH2:38][CH2:37][C:34]1[CH:35]=[N:36][C:31]([C:28]2[CH:27]=[CH:26][C:25]([C:22]3[CH:21]=[CH:20][C:19]([CH2:13][CH2:14][CH2:15][CH2:16][CH2:17][CH3:18])=[CH:24][CH:23]=3)=[CH:30][CH:29]=2)=[N:32][CH:33]=1. The catalyst class is: 530. (3) Reactant: [CH3:1][O:2][C:3](=[O:12])[C:4]1[CH:9]=[C:8]([Cl:10])[CH:7]=[C:6]([NH2:11])[CH:5]=1.[C:13](Cl)(=[O:17])[CH:14]([CH3:16])[CH3:15].C(N(CC)CC)C. Product: [CH3:1][O:2][C:3](=[O:12])[C:4]1[CH:5]=[C:6]([NH:11][C:13](=[O:17])[CH:14]([CH3:16])[CH3:15])[CH:7]=[C:8]([Cl:10])[CH:9]=1. The catalyst class is: 22. (4) Product: [NH:34]1[C:35]([C:36]2[CH:37]=[C:38]([CH:42]=[CH:43][CH:44]=2)[C:39]([NH:1][C:2]2[CH:7]=[CH:6][CH:5]=[CH:4][C:3]=2[C:8]2[S:9][C:10]3[C:15]([N:16]=2)=[CH:14][C:13]([CH2:17][N:18]2[CH2:23][CH2:22][N:21]([C:24]([O:26][C:27]([CH3:30])([CH3:29])[CH3:28])=[O:25])[CH2:20][CH2:19]2)=[CH:12][N:11]=3)=[O:40])=[N:31][N:32]=[N:33]1. Reactant: [NH2:1][C:2]1[CH:7]=[CH:6][CH:5]=[CH:4][C:3]=1[C:8]1[S:9][C:10]2[C:15]([N:16]=1)=[CH:14][C:13]([CH2:17][N:18]1[CH2:23][CH2:22][N:21]([C:24]([O:26][C:27]([CH3:30])([CH3:29])[CH3:28])=[O:25])[CH2:20][CH2:19]1)=[CH:12][N:11]=2.[NH:31]1[C:35]([C:36]2[CH:37]=[C:38]([CH:42]=[CH:43][CH:44]=2)[C:39](O)=[O:40])=[N:34][N:33]=[N:32]1.CN(C(ON1N=NC2C=CC=NC1=2)=[N+](C)C)C.F[P-](F)(F)(F)(F)F.CCN(C(C)C)C(C)C. The catalyst class is: 31. (5) Reactant: [CH3:1][O:2][CH2:3][CH2:4][N:5]1[CH2:10][CH2:9][NH:8][CH2:7][CH2:6]1.[N:11]1[C:19]2[C:14](=[N:15][CH:16]=[CH:17][CH:18]=2)[S:13][C:12]=1[C:20]1[CH:25]=[CH:24][CH:23]=[CH:22][C:21]=1[NH:26][C:27]([C:29]1[CH:34]=[C:33]([O:35][CH2:36][CH2:37]Br)[CH:32]=[C:31]([C:39]2[CH:44]=[CH:43][CH:42]=[CH:41][CH:40]=2)[N:30]=1)=[O:28].[ClH:45]. Product: [ClH:45].[N:11]1[C:19]2[C:14](=[N:15][CH:16]=[CH:17][CH:18]=2)[S:13][C:12]=1[C:20]1[CH:25]=[CH:24][CH:23]=[CH:22][C:21]=1[NH:26][C:27]([C:29]1[CH:34]=[C:33]([O:35][CH2:36][CH2:37][N:8]2[CH2:9][CH2:10][N:5]([CH2:4][CH2:3][O:2][CH3:1])[CH2:6][CH2:7]2)[CH:32]=[C:31]([C:39]2[CH:44]=[CH:43][CH:42]=[CH:41][CH:40]=2)[N:30]=1)=[O:28]. The catalyst class is: 47. (6) Reactant: [NH2:1][C:2]1[CH:3]=[N:4][C:5]2[C:10]([CH:11]=1)=[CH:9][CH:8]=[CH:7][CH:6]=2.[C-:12]#[N:13].[K+].[C:15](Cl)(=[O:22])[C:16]1[CH:21]=[CH:20][CH:19]=[CH:18][CH:17]=1. Product: [C:12]([CH:3]1[C:2]([NH:1][C:15](=[O:22])[C:16]2[CH:21]=[CH:20][CH:19]=[CH:18][CH:17]=2)=[CH:11][C:10]2[C:5](=[CH:6][CH:7]=[CH:8][CH:9]=2)[N:4]1[C:15]([C:16]1[CH:21]=[CH:20][CH:19]=[CH:18][CH:17]=1)=[O:22])#[N:13]. The catalyst class is: 34. (7) Reactant: [N:1]([C@H:4]([C:16]1[CH:17]=[N:18][CH:19]=[C:20]([Br:22])[CH:21]=1)[C@:5]([C:8]1[CH:13]=[C:12]([F:14])[CH:11]=[CH:10][C:9]=1[F:15])([OH:7])[CH3:6])=[N+]=[N-].CP(C)C. Product: [NH2:1][C@H:4]([C:16]1[CH:17]=[N:18][CH:19]=[C:20]([Br:22])[CH:21]=1)[C@:5]([C:8]1[CH:13]=[C:12]([F:14])[CH:11]=[CH:10][C:9]=1[F:15])([OH:7])[CH3:6]. The catalyst class is: 365. (8) Reactant: [F:1][C:2]1[CH:7]=[CH:6][C:5](B(O)O)=[CH:4][CH:3]=1.I[C:12]1[CH:25]=[CH:24][C:15]([O:16][CH2:17][C:18]2[CH:22]=[CH:21][O:20][C:19]=2[CH3:23])=[CH:14][CH:13]=1.C([O-])(=O)C.[K+]. Product: [F:1][C:2]1[CH:7]=[CH:6][C:5]([C:12]2[CH:13]=[CH:14][C:15]([O:16][CH2:17][C:18]3[CH:22]=[CH:21][O:20][C:19]=3[CH3:23])=[CH:24][CH:25]=2)=[CH:4][CH:3]=1. The catalyst class is: 9. (9) Reactant: [C:1]1([CH:7]2[CH2:16][CH2:15][C:14]3[C:9](=[CH:10][CH:11]=[CH:12][CH:13]=3)[NH:8]2)[CH:6]=[CH:5][CH:4]=[CH:3][CH:2]=1.C(N(CC)CC)C.ClC(Cl)(O[C:28](=[O:34])OC(Cl)(Cl)Cl)Cl.Cl.[O:37]([NH2:39])[CH3:38]. Product: [CH3:38][O:37][NH:39][C:28]([N:8]1[C:9]2[C:14](=[CH:13][CH:12]=[CH:11][CH:10]=2)[CH2:15][CH2:16][CH:7]1[C:1]1[CH:2]=[CH:3][CH:4]=[CH:5][CH:6]=1)=[O:34]. The catalyst class is: 30. (10) Reactant: CCN(C(C)C)C(C)C.[C:10]1([CH2:16][CH2:17][CH2:18][N:19]2[CH2:24][CH2:23][CH:22]([C:25]([OH:27])=O)[CH2:21][CH2:20]2)[CH:15]=[CH:14][CH:13]=[CH:12][CH:11]=1.C1C=CC2N(O)N=NC=2C=1.CCN=C=NCCCN(C)C.FC(F)(F)C(O)=O.[NH2:56][CH2:57][C:58]([N:60]1[CH2:65][CH2:64][N:63]([C:66](=[O:77])[C:67]2[CH:72]=[CH:71][CH:70]=[CH:69][C:68]=2[C:73]([F:76])([F:75])[F:74])[CH2:62][CH2:61]1)=[O:59]. Product: [O:59]=[C:58]([N:60]1[CH2:61][CH2:62][N:63]([C:66](=[O:77])[C:67]2[CH:72]=[CH:71][CH:70]=[CH:69][C:68]=2[C:73]([F:76])([F:75])[F:74])[CH2:64][CH2:65]1)[CH2:57][NH:56][C:25]([CH:22]1[CH2:21][CH2:20][N:19]([CH2:18][CH2:17][CH2:16][C:10]2[CH:11]=[CH:12][CH:13]=[CH:14][CH:15]=2)[CH2:24][CH2:23]1)=[O:27]. The catalyst class is: 18.